Dataset: NCI-60 drug combinations with 297,098 pairs across 59 cell lines. Task: Regression. Given two drug SMILES strings and cell line genomic features, predict the synergy score measuring deviation from expected non-interaction effect. (1) Cell line: NCI-H322M. Drug 2: CC1C(C(CC(O1)OC2CC(CC3=C2C(=C4C(=C3O)C(=O)C5=CC=CC=C5C4=O)O)(C(=O)C)O)N)O. Synergy scores: CSS=61.2, Synergy_ZIP=4.69, Synergy_Bliss=5.59, Synergy_Loewe=2.89, Synergy_HSA=8.74. Drug 1: C1=C(C(=O)NC(=O)N1)F. (2) Drug 1: CC1=CC2C(CCC3(C2CCC3(C(=O)C)OC(=O)C)C)C4(C1=CC(=O)CC4)C. Drug 2: COCCOC1=C(C=C2C(=C1)C(=NC=N2)NC3=CC=CC(=C3)C#C)OCCOC.Cl. Cell line: COLO 205. Synergy scores: CSS=-2.21, Synergy_ZIP=0.619, Synergy_Bliss=2.91, Synergy_Loewe=0.266, Synergy_HSA=1.51. (3) Drug 1: C1CCC(C1)C(CC#N)N2C=C(C=N2)C3=C4C=CNC4=NC=N3. Drug 2: CN(CCCl)CCCl.Cl. Cell line: MOLT-4. Synergy scores: CSS=45.3, Synergy_ZIP=-1.12, Synergy_Bliss=-2.21, Synergy_Loewe=-20.2, Synergy_HSA=-2.71. (4) Drug 1: CC1=C(C(=CC=C1)Cl)NC(=O)C2=CN=C(S2)NC3=CC(=NC(=N3)C)N4CCN(CC4)CCO. Drug 2: COC1=C2C(=CC3=C1OC=C3)C=CC(=O)O2. Cell line: RPMI-8226. Synergy scores: CSS=13.7, Synergy_ZIP=1.17, Synergy_Bliss=-4.20, Synergy_Loewe=4.03, Synergy_HSA=-1.78. (5) Drug 1: C1C(C(OC1N2C=C(C(=O)NC2=O)F)CO)O. Drug 2: CC1=C2C(C(=O)C3(C(CC4C(C3C(C(C2(C)C)(CC1OC(=O)C(C(C5=CC=CC=C5)NC(=O)OC(C)(C)C)O)O)OC(=O)C6=CC=CC=C6)(CO4)OC(=O)C)O)C)O. Cell line: NCI-H322M. Synergy scores: CSS=0.666, Synergy_ZIP=3.98, Synergy_Bliss=4.59, Synergy_Loewe=-9.35, Synergy_HSA=-8.80. (6) Drug 1: CC1CCC2CC(C(=CC=CC=CC(CC(C(=O)C(C(C(=CC(C(=O)CC(OC(=O)C3CCCCN3C(=O)C(=O)C1(O2)O)C(C)CC4CCC(C(C4)OC)OCCO)C)C)O)OC)C)C)C)OC. Drug 2: CC1CCCC2(C(O2)CC(NC(=O)CC(C(C(=O)C(C1O)C)(C)C)O)C(=CC3=CSC(=N3)C)C)C. Cell line: MCF7. Synergy scores: CSS=24.2, Synergy_ZIP=-1.63, Synergy_Bliss=-2.72, Synergy_Loewe=-6.99, Synergy_HSA=-1.18. (7) Drug 1: CN(CCCl)CCCl.Cl. Drug 2: C1CC(=O)NC(=O)C1N2C(=O)C3=CC=CC=C3C2=O. Cell line: NCI/ADR-RES. Synergy scores: CSS=12.6, Synergy_ZIP=-1.82, Synergy_Bliss=2.33, Synergy_Loewe=-4.36, Synergy_HSA=-1.76. (8) Drug 1: CS(=O)(=O)C1=CC(=C(C=C1)C(=O)NC2=CC(=C(C=C2)Cl)C3=CC=CC=N3)Cl. Drug 2: CN1C2=C(C=C(C=C2)N(CCCl)CCCl)N=C1CCCC(=O)O.Cl. Cell line: SW-620. Synergy scores: CSS=4.85, Synergy_ZIP=2.93, Synergy_Bliss=6.82, Synergy_Loewe=-0.686, Synergy_HSA=1.95. (9) Drug 1: CC1=CC=C(C=C1)C2=CC(=NN2C3=CC=C(C=C3)S(=O)(=O)N)C(F)(F)F. Drug 2: C1CN1C2=NC(=NC(=N2)N3CC3)N4CC4. Cell line: OVCAR-4. Synergy scores: CSS=8.33, Synergy_ZIP=-2.29, Synergy_Bliss=-0.548, Synergy_Loewe=-10.4, Synergy_HSA=-4.67. (10) Drug 1: CC1=CC2C(CCC3(C2CCC3(C(=O)C)OC(=O)C)C)C4(C1=CC(=O)CC4)C. Drug 2: CC1=C(C(=O)C2=C(C1=O)N3CC4C(C3(C2COC(=O)N)OC)N4)N. Cell line: NCI/ADR-RES. Synergy scores: CSS=9.72, Synergy_ZIP=-1.41, Synergy_Bliss=6.99, Synergy_Loewe=-1.36, Synergy_HSA=4.08.